This data is from Forward reaction prediction with 1.9M reactions from USPTO patents (1976-2016). The task is: Predict the product of the given reaction. (1) Given the reactants [F:1][C:2]1[C:7]([CH2:8][N:9]2[CH:13]=[CH:12][C:11]([N:14]3C(=O)C4C(=CC=CC=4)C3=O)=[N:10]2)=[CH:6][CH:5]=[CH:4][N:3]=1.O.NN, predict the reaction product. The product is: [F:1][C:2]1[C:7]([CH2:8][N:9]2[CH:13]=[CH:12][C:11]([NH2:14])=[N:10]2)=[CH:6][CH:5]=[CH:4][N:3]=1. (2) Given the reactants Br[C:2]1[S:6][C:5]([C:7]2[CH:8]=[N:9][CH:10]=[CH:11][CH:12]=2)=[N:4][C:3]=1[C:13]([O:15][CH2:16][CH3:17])=[O:14].O.[N-:19]=[N+]=[N-].[Na+], predict the reaction product. The product is: [NH2:19][C:2]1[S:6][C:5]([C:7]2[CH:8]=[N:9][CH:10]=[CH:11][CH:12]=2)=[N:4][C:3]=1[C:13]([O:15][CH2:16][CH3:17])=[O:14]. (3) The product is: [C:34]([N:18]1[CH2:17][CH:16]2[CH2:20][CH:13]([C:9]3[N:8]=[C:7]4[N:6]([CH3:21])[C:5](=[O:22])[N:4]([CH2:3][C:2]([CH3:24])([CH3:23])[CH3:1])[C:12]4=[CH:11][CH:10]=3)[CH2:14][CH:15]2[CH2:19]1)(=[O:36])[CH3:35]. Given the reactants [CH3:1][C:2]([CH3:24])([CH3:23])[CH2:3][N:4]1[C:12]2[C:7](=[N:8][C:9]([C:13]3[CH2:14][CH:15]4[CH2:19][NH:18][CH2:17][CH:16]4[CH:20]=3)=[CH:10][CH:11]=2)[N:6]([CH3:21])[C:5]1=[O:22].CCN(C(C)C)C(C)C.[C:34](Cl)(=[O:36])[CH3:35], predict the reaction product.